This data is from Full USPTO retrosynthesis dataset with 1.9M reactions from patents (1976-2016). The task is: Predict the reactants needed to synthesize the given product. Given the product [C:15]([CH:11]1[CH2:10][N:9]([CH2:8][C:7]2[CH:21]=[CH:22][C:23]([O:25][CH3:26])=[CH:24][C:6]=2[O:5][CH3:4])[C:13](=[O:14])[CH2:12]1)(=[O:16])[CH3:1], predict the reactants needed to synthesize it. The reactants are: [CH3:1][Mg+].[Br-].[CH3:4][O:5][C:6]1[CH:24]=[C:23]([O:25][CH3:26])[CH:22]=[CH:21][C:7]=1[CH2:8][N:9]1[C:13](=[O:14])[CH2:12][CH:11]([C:15](N(OC)C)=[O:16])[CH2:10]1.